Dataset: Catalyst prediction with 721,799 reactions and 888 catalyst types from USPTO. Task: Predict which catalyst facilitates the given reaction. (1) Reactant: [CH3:1][O:2][C:3]([C:5]1[CH:40]=[CH:39][C:8]([O:9][C:10]2[CH:11]=[C:12]([C:22]3[N:23](C(OC(C)(C)C)=O)[C:24]([C:27]4[S:28][CH:29]=[CH:30][N:31]=4)=[CH:25][CH:26]=3)[CH:13]=[C:14]([O:16][C@@H:17]([CH3:21])[CH2:18][O:19][CH3:20])[CH:15]=2)=[CH:7][CH:6]=1)=[O:4].FC(F)(F)C(O)=O. Product: [CH3:20][O:19][CH2:18][C@H:17]([CH3:21])[O:16][C:14]1[CH:15]=[C:10]([CH:11]=[C:12]([C:22]2[NH:23][C:24]([C:27]3[S:28][CH:29]=[CH:30][N:31]=3)=[CH:25][CH:26]=2)[CH:13]=1)[O:9][C:8]1[CH:7]=[CH:6][C:5]([C:3]([O:2][CH3:1])=[O:4])=[CH:40][CH:39]=1. The catalyst class is: 4. (2) Product: [Br:27][C:28]1[CH:33]=[CH:32][C:31]([S:34]([N:5]([CH2:4][CH2:3][N:2]([CH3:19])[CH3:1])[CH:6]2[CH2:7][CH2:8][N:9]([C:12]([O:14][C:15]([CH3:16])([CH3:18])[CH3:17])=[O:13])[CH2:10][CH2:11]2)(=[O:36])=[O:35])=[CH:30][CH:29]=1. The catalyst class is: 91. Reactant: [CH3:1][N:2]([CH3:19])[CH2:3][CH2:4][NH:5][CH:6]1[CH2:11][CH2:10][N:9]([C:12]([O:14][C:15]([CH3:18])([CH3:17])[CH3:16])=[O:13])[CH2:8][CH2:7]1.CCN(CC)CC.[Br:27][C:28]1[CH:33]=[CH:32][C:31]([S:34](Cl)(=[O:36])=[O:35])=[CH:30][CH:29]=1.